This data is from Catalyst prediction with 721,799 reactions and 888 catalyst types from USPTO. The task is: Predict which catalyst facilitates the given reaction. (1) Reactant: [CH2:1]1[O:10][C:9]2[CH:8]=[CH:7][C:5]([NH2:6])=[CH:4][C:3]=2[O:2]1.O=[C:12]1[CH2:17][CH2:16][N:15]([C@H:18]([CH3:22])[CH2:19][C:20]#[N:21])[CH2:14][CH2:13]1.[C-]#N.[Na+]. The catalyst class is: 72. Product: [NH2:21][CH2:20][CH2:19][C@H:18]([N:15]1[CH2:16][CH2:17][CH:12]([NH:6][C:5]2[CH:7]=[CH:8][C:9]3[O:10][CH2:1][O:2][C:3]=3[CH:4]=2)[CH2:13][CH2:14]1)[CH3:22]. (2) Reactant: [Br:1][C:2]1[CH:7]=[CH:6][C:5]([S:8]([NH:11][CH2:12][CH:13]([CH3:15])[CH3:14])(=[O:10])=[O:9])=[CH:4][CH:3]=1.[H-].[Na+].[F:18][C:19]1[CH:26]=[CH:25][C:22]([CH2:23]Br)=[CH:21][CH:20]=1.O. Product: [Br:1][C:2]1[CH:3]=[CH:4][C:5]([S:8]([N:11]([CH2:23][C:22]2[CH:25]=[CH:26][C:19]([F:18])=[CH:20][CH:21]=2)[CH2:12][CH:13]([CH3:15])[CH3:14])(=[O:10])=[O:9])=[CH:6][CH:7]=1. The catalyst class is: 44. (3) Reactant: [CH:1]1[CH:2]=[CH:3][C:4]2[N:10]=[C:9]([CH:11]3[CH2:13][CH2:12]3)[C:8](/[CH:14]=[CH:15]/[C@@H:16]([OH:24])[CH2:17][C@@H:18]([OH:23])[CH2:19][C:20]([OH:22])=[O:21])=[C:7]([C:25]3[CH:26]=[CH:27][C:28]([F:31])=[CH:29][CH:30]=3)[C:5]=2[CH:6]=1.[Ca].[Na:33]. Product: [CH:1]1[CH:2]=[CH:3][C:4]2[N:10]=[C:9]([CH:11]3[CH2:13][CH2:12]3)[C:8](/[CH:14]=[CH:15]/[C@@H:16]([OH:24])[CH2:17][C@@H:18]([OH:23])[CH2:19][C:20]([OH:22])=[O:21])=[C:7]([C:25]3[CH:30]=[CH:29][C:28]([F:31])=[CH:27][CH:26]=3)[C:5]=2[CH:6]=1.[Na:33]. The catalyst class is: 494. (4) Reactant: C(OC([N:8]1[C@H:12]([C:13](=[O:25])[NH:14][C@H:15]2[C:24]3[C:19](=[CH:20][CH:21]=[CH:22][CH:23]=3)[CH2:18][CH2:17][CH2:16]2)[CH2:11][Si:10]([CH3:27])([CH3:26])[CH2:9]1)=O)(C)(C)C.[C:28]([OH:34])([C:30]([F:33])([F:32])[F:31])=[O:29]. Product: [OH:34][C:28]([C:30]([F:33])([F:32])[F:31])=[O:29].[CH3:26][Si:10]1([CH3:27])[CH2:11][C@@H:12]([C:13]([NH:14][C@H:15]2[C:24]3[C:19](=[CH:20][CH:21]=[CH:22][CH:23]=3)[CH2:18][CH2:17][CH2:16]2)=[O:25])[NH:8][CH2:9]1. The catalyst class is: 2. (5) Reactant: [NH:1]1[C:9]2[C:4](=[CH:5][CH:6]=[CH:7][CH:8]=2)[CH2:3][CH2:2]1.C(N(CC)CC)C.Cl[C:18]([O:20][CH2:21][CH3:22])=[O:19]. Product: [CH2:21]([O:20][C:18]([N:1]1[C:9]2[C:4](=[CH:5][CH:6]=[CH:7][CH:8]=2)[CH2:3][CH2:2]1)=[O:19])[CH3:22]. The catalyst class is: 2. (6) Product: [CH2:14]([N:13]([CH3:12])[CH2:7][C:6]1[CH:9]=[CH:10][CH:11]=[C:4]([N+:1]([O-:3])=[O:2])[CH:5]=1)[CH:15]=[CH2:16]. Reactant: [N+:1]([C:4]1[CH:5]=[C:6]([CH:9]=[CH:10][CH:11]=1)[CH:7]=O)([O-:3])=[O:2].[CH3:12][NH:13][CH2:14][CH:15]=[CH2:16].[BH-](OC(C)=O)(OC(C)=O)OC(C)=O.[Na+]. The catalyst class is: 2.